The task is: Predict the reaction yield, written as a fraction of the theoretical maximum amount of product (1.0 means a 100% yield; for example, 0.34 means a 34% yield).. This data is from Reaction yield outcomes from USPTO patents with 853,638 reactions. (1) The reactants are Cl.[NH2:2][C@@H:3]1[C:11]2[C:6](=[C:7]([C:12]3[S:16][C:15]([C:17]4[CH:18]=[CH:19][C:20]([O:25][CH:26]([CH3:28])[CH3:27])=[C:21]([CH:24]=4)[C:22]#[N:23])=[N:14][N:13]=3)[CH:8]=[CH:9][CH:10]=2)[CH2:5][CH2:4]1.[S:29](N)([NH2:32])(=[O:31])=[O:30]. The catalyst is O1CCOCC1. The product is [C:22]([C:21]1[CH:24]=[C:17]([C:15]2[S:16][C:12]([C:7]3[CH:8]=[CH:9][CH:10]=[C:11]4[C:6]=3[CH2:5][CH2:4][C@@H:3]4[NH:2][S:29]([NH2:32])(=[O:31])=[O:30])=[N:13][N:14]=2)[CH:18]=[CH:19][C:20]=1[O:25][CH:26]([CH3:28])[CH3:27])#[N:23]. The yield is 0.260. (2) The reactants are [CH2:1]1[CH2:6][C@H:5]([C:7]([OH:9])=[O:8])[CH2:4][CH2:3][C@H:2]1[CH2:10][NH2:11].[C:12]([O:16][CH:17]([O:21][C:22](ON1C(=O)CCC1=O)=[O:23])[CH2:18][CH2:19][CH3:20])(=[O:15])[CH2:13][CH3:14]. The catalyst is CC(OC)(C)C.CC(C)=O.O. The product is [C:12]([O:16][CH:17]([O:21][C:22]([NH:11][CH2:10][C@H:2]1[CH2:3][CH2:4][C@H:5]([C:7]([OH:9])=[O:8])[CH2:6][CH2:1]1)=[O:23])[CH2:18][CH2:19][CH3:20])(=[O:15])[CH2:13][CH3:14]. The yield is 0.180.